Dataset: CYP2D6 inhibition data for predicting drug metabolism from PubChem BioAssay. Task: Regression/Classification. Given a drug SMILES string, predict its absorption, distribution, metabolism, or excretion properties. Task type varies by dataset: regression for continuous measurements (e.g., permeability, clearance, half-life) or binary classification for categorical outcomes (e.g., BBB penetration, CYP inhibition). Dataset: cyp2d6_veith. (1) The compound is Cc1ncc(CO)c(CO)c1O. The result is 0 (non-inhibitor). (2) The molecule is Cc1ccc(-c2ccc(CCC(=O)O)o2)cc1. The result is 0 (non-inhibitor). (3) The molecule is NC(=S)Nn1c(CCC(=O)O)ccc1-c1ccc(Br)cc1. The result is 0 (non-inhibitor). (4) The drug is CN(C)S(=O)(=O)Oc1cccc(C(=O)Nc2ccc(Cl)c(Cl)c2)c1. The result is 0 (non-inhibitor).